This data is from Reaction yield outcomes from USPTO patents with 853,638 reactions. The task is: Predict the reaction yield, written as a fraction of the theoretical maximum amount of product (1.0 means a 100% yield; for example, 0.34 means a 34% yield). (1) The reactants are [NH2:1][C:2]1[CH:7]=[N:6][CH:5]=[CH:4][N:3]=1.CC(C)([O-])C.[K+].[Cl:14][C:15]1[C:20]([N+:21]([O-:23])=[O:22])=[C:19](Cl)[CH:18]=[C:17]([CH3:25])[N:16]=1.[NH4+].[Cl-]. The catalyst is CS(C)=O. The product is [Cl:14][C:15]1[C:20]([N+:21]([O-:23])=[O:22])=[C:19]([NH:1][C:2]2[CH:7]=[N:6][CH:5]=[CH:4][N:3]=2)[CH:18]=[C:17]([CH3:25])[N:16]=1. The yield is 0.230. (2) The reactants are [CH3:1][C:2]1[C:3]2[N:4]([N:9]=[C:10]([CH2:12]O)[CH:11]=2)[C:5]([CH3:8])=[CH:6][N:7]=1.S(Cl)([Cl:16])=O. No catalyst specified. The product is [ClH:16].[Cl:16][CH2:12][C:10]1[CH:11]=[C:3]2[C:2]([CH3:1])=[N:7][CH:6]=[C:5]([CH3:8])[N:4]2[N:9]=1. The yield is 1.00. (3) The reactants are [CH3:1][C:2]1[CH:18]=[CH:17][CH:16]=[CH:15][C:3]=1[CH2:4][C:5]1[O:9][N:8]=[C:7]([C:10]([O:12]CC)=O)[N:6]=1.Cl.[Cl:20][C:21]1[CH:22]=[C:23]2[C:27](=[CH:28][CH:29]=1)[NH:26][CH:25]=[C:24]2[CH2:30][CH2:31][NH2:32].CN(C(ON1N=NC2C=CC=NC1=2)=[N+](C)C)C.F[P-](F)(F)(F)(F)F.C(N(CC)C(C)C)(C)C. The catalyst is C1COCC1.[OH-].[Na+].O.CN(C=O)C. The product is [Cl:20][C:21]1[CH:22]=[C:23]2[C:27](=[CH:28][CH:29]=1)[NH:26][CH:25]=[C:24]2[CH2:30][CH2:31][NH:32][C:10]([C:7]1[N:6]=[C:5]([CH2:4][C:3]2[CH:15]=[CH:16][CH:17]=[CH:18][C:2]=2[CH3:1])[O:9][N:8]=1)=[O:12]. The yield is 0.350.